The task is: Predict which catalyst facilitates the given reaction.. This data is from Catalyst prediction with 721,799 reactions and 888 catalyst types from USPTO. (1) Reactant: Br[C:2]1[CH:7]=[CH:6][CH:5]=[C:4]([S:8]([CH3:11])(=[O:10])=[O:9])[CH:3]=1.[NH:12]1[CH2:17][CH2:16][NH:15][CH2:14][CH2:13]1.CC(C)([O-])C.[Na+]. Product: [CH3:11][S:8]([C:4]1[CH:3]=[C:2]([N:12]2[CH2:17][CH2:16][NH:15][CH2:14][CH2:13]2)[CH:7]=[CH:6][CH:5]=1)(=[O:10])=[O:9]. The catalyst class is: 101. (2) Reactant: [CH3:1][O:2][C:3]1[CH:8]=[CH:7][C:6]([S:9]([N:12]2[C:16]([C:17]3[CH:22]=[CH:21][CH:20]=[CH:19][CH:18]=3)=[CH:15][C:14]([CH:23]=O)=[CH:13]2)(=[O:11])=[O:10])=[CH:5][CH:4]=1.[Cl-:25].C[NH3+].[C:28]([BH3-])#[N:29].[Na+]. Product: [ClH:25].[CH3:1][O:2][C:3]1[CH:8]=[CH:7][C:6]([S:9]([N:12]2[C:16]([C:17]3[CH:22]=[CH:21][CH:20]=[CH:19][CH:18]=3)=[CH:15][C:14]([CH2:23][NH:29][CH3:28])=[CH:13]2)(=[O:11])=[O:10])=[CH:5][CH:4]=1. The catalyst class is: 5. (3) The catalyst class is: 222. Product: [CH3:1][O:2][C:3](=[O:13])[CH:4]([C:6]1[CH:11]=[CH:10][C:9]([N:28]([C:25]2[CH:26]=[CH:27][C:22]([O:21][CH2:14][C:15]3[CH:20]=[CH:19][CH:18]=[CH:17][CH:16]=3)=[CH:23][CH:24]=2)[CH3:29])=[CH:8][CH:7]=1)[CH3:5]. Reactant: [CH3:1][O:2][C:3](=[O:13])[CH:4]([C:6]1[CH:11]=[CH:10][C:9](Br)=[CH:8][CH:7]=1)[CH3:5].[CH2:14]([O:21][C:22]1[CH:27]=[CH:26][C:25]([NH:28][CH3:29])=[CH:24][CH:23]=1)[C:15]1[CH:20]=[CH:19][CH:18]=[CH:17][CH:16]=1.CC(C1C=C(C(C)C)C(C2C=CC=CC=2P(C2CCCCC2)C2CCCCC2)=C(C(C)C)C=1)C.C([O-])([O-])=O.[Cs+].[Cs+].